From a dataset of Full USPTO retrosynthesis dataset with 1.9M reactions from patents (1976-2016). Predict the reactants needed to synthesize the given product. Given the product [C:1]([C:4]1[CH:5]=[C:6]([Cl:20])[C:7]([CH3:19])=[C:8]([C:17]([NH2:18])=[O:21])[C:9]=1[C:10]1[CH:15]=[CH:14][CH:13]=[C:12]([F:16])[CH:11]=1)(=[O:3])[CH3:2], predict the reactants needed to synthesize it. The reactants are: [C:1]([C:4]1[CH:5]=[C:6]([Cl:20])[C:7]([CH3:19])=[C:8]([C:17]#[N:18])[C:9]=1[C:10]1[CH:15]=[CH:14][CH:13]=[C:12]([F:16])[CH:11]=1)(=[O:3])[CH3:2].[OH-:21].[K+].Cl.